From a dataset of Catalyst prediction with 721,799 reactions and 888 catalyst types from USPTO. Predict which catalyst facilitates the given reaction. (1) Reactant: [NH2:1][C:2]1[N:10]=[C:9]([O:11][CH:12]2[CH2:16][CH2:15][CH2:14][CH2:13]2)[N:8]=[C:7]2[C:3]=1[N:4]=[CH:5][N:6]2[C@H:17]1[C@@H:21]2[O:22]C(C)(C)[O:24][C@@H:20]2[C@@H:19]([C:27]([NH:29][CH:30]2[CH2:32][CH2:31]2)=[O:28])[O:18]1.C(O)(=O)C.C(O)=O. Product: [NH2:1][C:2]1[N:10]=[C:9]([O:11][CH:12]2[CH2:13][CH2:14][CH2:15][CH2:16]2)[N:8]=[C:7]2[C:3]=1[N:4]=[CH:5][N:6]2[C@@H:17]1[O:18][C@H:19]([C:27]([NH:29][CH:30]2[CH2:31][CH2:32]2)=[O:28])[C@@H:20]([OH:24])[C@H:21]1[OH:22]. The catalyst class is: 6. (2) The catalyst class is: 10. Product: [Br:18][CH2:19][CH2:20][CH2:21][NH:22][C:6]1[CH:5]=[C:4]([Cl:9])[N:3]=[C:2]([Cl:1])[N:7]=1. Reactant: [Cl:1][C:2]1[N:7]=[C:6](Cl)[CH:5]=[C:4]([Cl:9])[N:3]=1.C(N(CC)CC)C.Br.[Br:18][CH2:19][CH2:20][CH2:21][NH2:22]. (3) Reactant: [CH2:1]([N:8]([CH:36]([CH:38]1[CH2:40][CH2:39]1)[CH3:37])C(=O)CN1C(=O)[C@]2(C3C(=CC(NC(C4C=NOC=4C)=O)=CC=3)CC2)NC1=O)[C:2]1[CH:7]=[CH:6][CH:5]=[CH:4][CH:3]=1.[CH2:41]([NH2:48])[C:42]1C=CC=CC=1.[BH-](OC(C)=O)(OC(C)=O)OC(C)=O.[Na+]. Product: [NH:48]1[C:5]2[C:6](=[CH:7][C:2]([CH2:1][NH:8][CH:36]([CH:38]3[CH2:39][CH2:40]3)[CH3:37])=[CH:3][CH:4]=2)[CH:42]=[CH:41]1. The catalyst class is: 5. (4) The catalyst class is: 3. Reactant: [CH:1]([N:4]1[C:8]([C:9]2[CH:14]=[CH:13][N:12]=[C:11]([NH:15][C:16]3[CH:24]=[CH:23][C:19]([C:20](O)=[O:21])=[CH:18][N:17]=3)[N:10]=2)=[CH:7][N:6]=[C:5]1[CH3:25])([CH3:3])[CH3:2].[CH3:26][NH:27][CH3:28].CCO.C1C=CC2N(O)N=NC=2C=1.O.CCN(C(C)C)C(C)C.CCN=C=NCCCN(C)C. Product: [CH:1]([N:4]1[C:8]([C:9]2[CH:14]=[CH:13][N:12]=[C:11]([NH:15][C:16]3[CH:24]=[CH:23][C:19]([C:20]([N:27]([CH3:28])[CH3:26])=[O:21])=[CH:18][N:17]=3)[N:10]=2)=[CH:7][N:6]=[C:5]1[CH3:25])([CH3:2])[CH3:3]. (5) Reactant: [CH:1]1([N:5]2[CH2:10][CH2:9][C:8]3([CH2:15][CH2:14][N:13]([C:16]4[CH:21]=[N:20][CH:19]=[CH:18][N:17]=4)[CH2:12][CH2:11]3)[CH2:7][CH2:6]2)[CH2:4][CH2:3][CH2:2]1.C([O-])(O)=O.[Na+].C1C(=O)N([Br:34])C(=O)C1.O. Product: [Br:34][C:19]1[N:20]=[CH:21][C:16]([N:13]2[CH2:14][CH2:15][C:8]3([CH2:9][CH2:10][N:5]([CH:1]4[CH2:2][CH2:3][CH2:4]4)[CH2:6][CH2:7]3)[CH2:11][CH2:12]2)=[N:17][CH:18]=1. The catalyst class is: 2. (6) Reactant: [CH3:1][N:2]1[CH:6]=[CH:5][N:4]=[C:3]1[CH:7]1[C:12]2=[N:13][NH:14][C:15](=[O:20])[C:16]3[CH:17]=[CH:18][CH:19]=[C:10]([C:11]=32)[NH:9][CH:8]1[C:21]1[CH:28]=[CH:27][C:24]([CH:25]=O)=[CH:23][CH:22]=1.C(O)(=O)C.[NH:33]1[CH2:37][CH2:36][CH2:35][CH2:34]1.[BH3-]C#N.[Na+]. Product: [CH3:1][N:2]1[CH:6]=[CH:5][N:4]=[C:3]1[CH:7]1[C:12]2=[N:13][NH:14][C:15](=[O:20])[C:16]3[CH:17]=[CH:18][CH:19]=[C:10]([C:11]=32)[NH:9][CH:8]1[C:21]1[CH:22]=[CH:23][C:24]([CH2:25][N:33]2[CH2:37][CH2:36][CH2:35][CH2:34]2)=[CH:27][CH:28]=1. The catalyst class is: 10.